From a dataset of Forward reaction prediction with 1.9M reactions from USPTO patents (1976-2016). Predict the product of the given reaction. (1) Given the reactants [CH2:1]([CH:8]1[CH2:13][CH2:12][N:11]([C:14](=[O:18])[C:15]([OH:17])=O)[CH2:10][CH2:9]1)[C:2]1[CH:7]=[CH:6][CH:5]=[CH:4][CH:3]=1.[NH2:19][C:20]1[CH:21]=[C:22]2[C:26](=[CH:27][CH:28]=1)[NH:25][C:24](=[O:29])[CH2:23]2, predict the reaction product. The product is: [CH2:1]([CH:8]1[CH2:9][CH2:10][N:11]([C:14](=[O:18])[C:15]([NH:19][C:20]2[CH:21]=[C:22]3[C:26](=[CH:27][CH:28]=2)[NH:25][C:24](=[O:29])[CH2:23]3)=[O:17])[CH2:12][CH2:13]1)[C:2]1[CH:3]=[CH:4][CH:5]=[CH:6][CH:7]=1. (2) Given the reactants [CH3:1][Mg+].[Br-].C(C1C=C[C:9]([F:15])=[C:10]2[C:14]=1[NH:13][CH:12]=[CH:11]2)#N.[CH2:16]1[CH2:20][O:19][CH2:18][CH2:17]1, predict the reaction product. The product is: [C:18]([C:17]1[CH:16]=[CH:20][C:9]([F:15])=[C:10]2[C:14]=1[NH:13][CH:12]=[CH:11]2)(=[O:19])[CH3:1]. (3) Given the reactants N1C=CN=C1.[CH2:6]=[CH:7][CH2:8][CH:9]([OH:13])[CH2:10][CH:11]=[CH2:12].[CH:14]([Si:17](Cl)([CH:21]([CH3:23])[CH3:22])[CH:18]([CH3:20])[CH3:19])([CH3:16])[CH3:15], predict the reaction product. The product is: [CH:14]([Si:17]([CH:21]([CH3:23])[CH3:22])([CH:18]([CH3:20])[CH3:19])[O:13][CH:9]([CH2:10][CH:11]=[CH2:12])[CH2:8][CH:7]=[CH2:6])([CH3:16])[CH3:15]. (4) Given the reactants [F:1][C:2]1[CH:3]=[CH:4][C:5]2[C:11](=O)[C:10]3[CH:13]=[CH:14][CH:15]=[N:16][C:9]=3[CH2:8][O:7][C:6]=2[CH:17]=1.[C@H:18](O)(C([O-])=O)[C@@H](O)C([O-])=O.[Na+].[K+], predict the reaction product. The product is: [F:1][C:2]1[CH:3]=[CH:4][C:5]2[C:11](=[CH2:18])[C:10]3[CH:13]=[CH:14][CH:15]=[N:16][C:9]=3[CH2:8][O:7][C:6]=2[CH:17]=1. (5) The product is: [CH2:1]([O:8][CH2:9][C@H:10]1[NH:15][CH2:14][CH2:13][N:12]([CH3:17])[CH2:11]1)[C:2]1[CH:3]=[CH:4][CH:5]=[CH:6][CH:7]=1. Given the reactants [CH2:1]([O:8][CH2:9][C@H:10]1[NH:15][C:14](=O)[CH2:13][N:12]([CH3:17])[C:11]1=O)[C:2]1[CH:7]=[CH:6][CH:5]=[CH:4][CH:3]=1.[OH-].[Na+], predict the reaction product. (6) Given the reactants C[N:2](C(ON1N=NC2C=CC=CC1=2)=[N+](C)C)C.F[P-](F)(F)(F)(F)F.Cl.Cl.[CH3:27][CH:28]1[C:36]2[C:35]([N:37]3[CH2:42][CH2:41][NH:40][CH2:39][CH2:38]3)=[N:34][CH:33]=[N:32][C:31]=2[CH2:30][S:29]1.C(OC([C:50]1([CH2:53][CH:54]([C:58]2[CH:63]=[CH:62][C:61]([Cl:64])=[CH:60][CH:59]=2)[C:55](O)=[O:56])[CH2:52][CH2:51]1)=O)(C)(C)C, predict the reaction product. The product is: [NH2:2][C:50]1([CH2:53][CH:54]([C:58]2[CH:63]=[CH:62][C:61]([Cl:64])=[CH:60][CH:59]=2)[C:55]([N:40]2[CH2:41][CH2:42][N:37]([C:35]3[C:36]4[CH:28]([CH3:27])[S:29][CH2:30][C:31]=4[N:32]=[CH:33][N:34]=3)[CH2:38][CH2:39]2)=[O:56])[CH2:52][CH2:51]1.